From a dataset of NCI-60 drug combinations with 297,098 pairs across 59 cell lines. Regression. Given two drug SMILES strings and cell line genomic features, predict the synergy score measuring deviation from expected non-interaction effect. (1) Drug 1: CC1=CC2C(CCC3(C2CCC3(C(=O)C)OC(=O)C)C)C4(C1=CC(=O)CC4)C. Drug 2: C1=NC2=C(N1)C(=S)N=C(N2)N. Cell line: MALME-3M. Synergy scores: CSS=14.5, Synergy_ZIP=-5.22, Synergy_Bliss=-2.31, Synergy_Loewe=-25.2, Synergy_HSA=-2.93. (2) Drug 1: C1=CC(=CC=C1CCCC(=O)O)N(CCCl)CCCl. Drug 2: C1CN(P(=O)(OC1)NCCCl)CCCl. Cell line: M14. Synergy scores: CSS=0.855, Synergy_ZIP=-5.62, Synergy_Bliss=-9.14, Synergy_Loewe=-24.8, Synergy_HSA=-11.1. (3) Drug 1: CC1=C(C=C(C=C1)NC2=NC=CC(=N2)N(C)C3=CC4=NN(C(=C4C=C3)C)C)S(=O)(=O)N.Cl. Drug 2: CC=C1C(=O)NC(C(=O)OC2CC(=O)NC(C(=O)NC(CSSCCC=C2)C(=O)N1)C(C)C)C(C)C. Cell line: LOX IMVI. Synergy scores: CSS=63.5, Synergy_ZIP=-0.0360, Synergy_Bliss=-1.11, Synergy_Loewe=-61.1, Synergy_HSA=0.923. (4) Drug 1: C1CCN(CC1)CCOC2=CC=C(C=C2)C(=O)C3=C(SC4=C3C=CC(=C4)O)C5=CC=C(C=C5)O. Drug 2: CC1=C(N=C(N=C1N)C(CC(=O)N)NCC(C(=O)N)N)C(=O)NC(C(C2=CN=CN2)OC3C(C(C(C(O3)CO)O)O)OC4C(C(C(C(O4)CO)O)OC(=O)N)O)C(=O)NC(C)C(C(C)C(=O)NC(C(C)O)C(=O)NCCC5=NC(=CS5)C6=NC(=CS6)C(=O)NCCC[S+](C)C)O. Cell line: NCIH23. Synergy scores: CSS=-2.66, Synergy_ZIP=0.238, Synergy_Bliss=-2.98, Synergy_Loewe=-8.76, Synergy_HSA=-5.85. (5) Drug 2: CC1C(C(CC(O1)OC2CC(CC3=C2C(=C4C(=C3O)C(=O)C5=C(C4=O)C(=CC=C5)OC)O)(C(=O)CO)O)N)O.Cl. Cell line: HT29. Drug 1: C(CCl)NC(=O)N(CCCl)N=O. Synergy scores: CSS=37.5, Synergy_ZIP=-0.733, Synergy_Bliss=-0.989, Synergy_Loewe=-14.6, Synergy_HSA=-0.707.